Dataset: Reaction yield outcomes from USPTO patents with 853,638 reactions. Task: Predict the reaction yield, written as a fraction of the theoretical maximum amount of product (1.0 means a 100% yield; for example, 0.34 means a 34% yield). (1) The reactants are S(Cl)(Cl)=O.[Cl:5][C:6]1[C:14]([Cl:15])=[CH:13][C:12]([N+:16]([O-:18])=[O:17])=[CH:11][C:7]=1[C:8]([OH:10])=O.O.[CH3:20]COC(C)=O. The catalyst is CN(C=O)C. The product is [Cl:5][C:6]1[C:14]([Cl:15])=[CH:13][C:12]([N+:16]([O-:18])=[O:17])=[CH:11][C:7]=1[C:8](=[O:10])[CH3:20]. The yield is 0.820. (2) The reactants are I([O-])(=O)(=O)=[O:2].[Na+].[Br:7][C:8]1[CH:20]=[CH:19][C:11](/[CH:12]=C/N2CCCC2)=[C:10]([N+:21]([O-:23])=[O:22])[CH:9]=1. The catalyst is C1COCC1.O. The product is [Br:7][C:8]1[CH:20]=[CH:19][C:11]([CH:12]=[O:2])=[C:10]([N+:21]([O-:23])=[O:22])[CH:9]=1. The yield is 0.860. (3) The reactants are [C:1](OC(=NC(C)C)NC(C)C)([CH3:4])([CH3:3])[CH3:2].Cl.[Br:16][C:17]1[CH:22]=[CH:21][C:20]([NH:23][C:24]2[C:29]([C:30]([OH:32])=[O:31])=[CH:28][N:27]=[C:26]([Cl:33])[CH:25]=2)=[C:19]([Cl:34])[CH:18]=1. The catalyst is C1COCC1.CCOC(C)=O. The product is [C:1]([O:31][C:30](=[O:32])[C:29]1[C:24]([NH:23][C:20]2[CH:21]=[CH:22][C:17]([Br:16])=[CH:18][C:19]=2[Cl:34])=[CH:25][C:26]([Cl:33])=[N:27][CH:28]=1)([CH3:4])([CH3:3])[CH3:2]. The yield is 0.780.